This data is from Catalyst prediction with 721,799 reactions and 888 catalyst types from USPTO. The task is: Predict which catalyst facilitates the given reaction. (1) Reactant: [F:1][C:2]1[CH:7]=[C:6]([F:8])[CH:5]=[CH:4][C:3]=1[N:9]1[N:17]=[C:16](C(O)=O)[C:15]2[C@H:14]3[CH2:21][C@H:11]([CH2:12][CH2:13]3)[C:10]1=2.C(Cl)(=O)C([Cl:25])=O.C[N:29](C=O)C.[N-]=[N+]=[N-].[Na+]. Product: [ClH:25].[F:1][C:2]1[CH:7]=[C:6]([F:8])[CH:5]=[CH:4][C:3]=1[N:9]1[N:17]=[C:16]([NH2:29])[C:15]2[C@H:14]3[CH2:21][C@H:11]([CH2:12][CH2:13]3)[C:10]1=2. The catalyst class is: 4. (2) Reactant: [F:1][C:2]1[CH:7]=[CH:6][C:5]([NH2:8])=[C:4]([N+:9]([O-:11])=[O:10])[CH:3]=1.[C:12](#[N:15])[CH:13]=[CH2:14]. Product: [F:1][C:2]1[CH:7]=[CH:6][C:5]([NH:8][CH2:14][CH2:13][C:12]#[N:15])=[C:4]([N+:9]([O-:11])=[O:10])[CH:3]=1. The catalyst class is: 38. (3) Reactant: CS(C)=O.FC(F)(F)C(OC(=O)C(F)(F)F)=O.[OH:18][C@@H:19]([C:40]1[CH:45]=[CH:44][CH:43]=[CH:42][CH:41]=1)[CH2:20][N:21]1[C:26]2=[N:27][C:28]([C:32]3[CH:37]=[CH:36][N:35]=[CH:34][N:33]=3)=[CH:29][C:30](=[O:31])[N:25]2[CH2:24][CH2:23][C:22]1([CH3:39])[CH3:38].C(N(CC)CC)C. Product: [CH3:38][C:22]1([CH3:39])[CH2:23][CH2:24][N:25]2[C:30](=[O:31])[CH:29]=[C:28]([C:32]3[CH:37]=[CH:36][N:35]=[CH:34][N:33]=3)[N:27]=[C:26]2[N:21]1[CH2:20][C:19](=[O:18])[C:40]1[CH:45]=[CH:44][CH:43]=[CH:42][CH:41]=1. The catalyst class is: 46. (4) The catalyst class is: 3. Reactant: [Br:1][C:2]1[CH:9]=[CH:8][C:5]([NH:6][CH3:7])=[CH:4][CH:3]=1.C([O-])([O-])=O.[K+].[K+].Br[CH2:17][CH2:18][OH:19]. Product: [Br:1][C:2]1[CH:9]=[CH:8][C:5]([N:6]([CH3:7])[CH2:17][CH2:18][OH:19])=[CH:4][CH:3]=1. (5) Reactant: C(OC(=O)[NH:7][C:8]1[CH:13]=[CH:12][C:11]([O:14][CH2:15][C:16]2[C:25]3[C:20](=[CH:21][CH:22]=[CH:23][CH:24]=3)[N:19]=[C:18]([CH3:26])[CH:17]=2)=[CH:10][CH:9]=1)(C)(C)C.[ClH:28].C(OCC)C. Product: [ClH:28].[CH3:26][C:18]1[CH:17]=[C:16]([CH2:15][O:14][C:11]2[CH:10]=[CH:9][C:8]([NH2:7])=[CH:13][CH:12]=2)[C:25]2[C:20](=[CH:21][CH:22]=[CH:23][CH:24]=2)[N:19]=1. The catalyst class is: 684. (6) Reactant: [Br:1][C:2]1[CH:11]=[CH:10][C:5]([C:6]([NH:8][NH2:9])=[O:7])=[CH:4][CH:3]=1.[C:12]([NH:16][CH2:17][C:18](O)=[O:19])(=[O:15])[CH2:13][CH3:14].C(N(CC)CC)C.C(P1(=O)OP(CCC)(=O)OP(CCC)(=O)O1)CC. Product: [Br:1][C:2]1[CH:11]=[CH:10][C:5]([C:6]([NH:8][NH:9][C:18](=[O:19])[CH2:17][NH:16][C:12](=[O:15])[CH2:13][CH3:14])=[O:7])=[CH:4][CH:3]=1. The catalyst class is: 1. (7) The catalyst class is: 6. Reactant: [F:1][C:2]1[CH:7]=[CH:6][CH:5]=[CH:4][C:3]=1[S:8][C:9]1[CH:14]=[CH:13][C:12]([N:15]2[CH:19]=[C:18]([NH:20][C:21]([NH2:23])=[O:22])[C:17]([C:24](=[O:26])[NH2:25])=[N:16]2)=[CH:11][CH:10]=1.C(O)(=[O:29])C.OO. Product: [F:1][C:2]1[CH:7]=[CH:6][CH:5]=[CH:4][C:3]=1[S:8]([C:9]1[CH:10]=[CH:11][C:12]([N:15]2[CH:19]=[C:18]([NH:20][C:21]([NH2:23])=[O:22])[C:17]([C:24](=[O:26])[NH2:25])=[N:16]2)=[CH:13][CH:14]=1)=[O:29].